Dataset: Catalyst prediction with 721,799 reactions and 888 catalyst types from USPTO. Task: Predict which catalyst facilitates the given reaction. (1) Reactant: C[O:2][C:3]([C:5]1[C:6]2[CH:7]=[N:8][N:9]([C:14]3[CH:19]=[CH:18][C:17]([F:20])=[CH:16][CH:15]=3)[C:10]=2[CH:11]=[CH:12][CH:13]=1)=[O:4].[OH-].[Na+].Cl. Product: [F:20][C:17]1[CH:16]=[CH:15][C:14]([N:9]2[C:10]3[CH:11]=[CH:12][CH:13]=[C:5]([C:3]([OH:4])=[O:2])[C:6]=3[CH:7]=[N:8]2)=[CH:19][CH:18]=1. The catalyst class is: 72. (2) Reactant: N[C:2]1[C:3]2[C:11](=O)[CH:10]=[CH:9][N:8]([C@@H]3O[C@H](CO)[C@@H](O)[C@H]3O)[C:4]=2[N:5]=[CH:6][N:7]=1.Cl[Si](C(C)C)(C(C)C)O[Si](Cl)(C(C)C)C(C)C.O. Product: [N:5]1[C:4]2[N:8]=[CH:9][CH:10]=[CH:11][C:3]=2[CH:2]=[N:7][CH:6]=1. The catalyst class is: 17. (3) Reactant: [Cl:1][C:2]1[CH:7]=[C:6]([Cl:8])[CH:5]=[CH:4][C:3]=1[C:9]1[N:10]([C:24]2[CH:29]=[CH:28][C:27]([OH:30])=[CH:26][CH:25]=2)[C:11]([CH3:23])=[C:12]([C:14]([NH:16][N:17]2[CH2:22][CH2:21][CH2:20][CH2:19][CH2:18]2)=[O:15])[N:13]=1.C(N(CC)CC)C.[Cl:38][C:39]1[S:43][C:42]([S:44](Cl)(=[O:46])=[O:45])=[CH:41][CH:40]=1.O. Product: [Cl:38][C:39]1[S:43][C:42]([S:44]([O:30][C:27]2[CH:26]=[CH:25][C:24]([N:10]3[C:11]([CH3:23])=[C:12]([C:14]([NH:16][N:17]4[CH2:22][CH2:21][CH2:20][CH2:19][CH2:18]4)=[O:15])[N:13]=[C:9]3[C:3]3[CH:4]=[CH:5][C:6]([Cl:8])=[CH:7][C:2]=3[Cl:1])=[CH:29][CH:28]=2)(=[O:46])=[O:45])=[CH:41][CH:40]=1. The catalyst class is: 4. (4) Reactant: [Cl:1][C:2]1[CH:3]=[C:4]([CH:7]=[C:8]([Cl:27])[C:9]=1[NH:10][C:11]1[C:20]2[CH:21]=[CH:22][N:23]=[C:24]([O:25]C)[C:19]=2[C:18]2[C:13](=[CH:14][CH:15]=[N:16][CH:17]=2)[N:12]=1)[C:5]#[N:6].B(Br)(Br)Br. Product: [Cl:1][C:2]1[CH:3]=[C:4]([CH:7]=[C:8]([Cl:27])[C:9]=1[NH:10][C:11]1[C:20]2[CH:21]=[CH:22][NH:23][C:24](=[O:25])[C:19]=2[C:18]2[C:13](=[CH:14][CH:15]=[N:16][CH:17]=2)[N:12]=1)[C:5]#[N:6]. The catalyst class is: 789. (5) Reactant: [C:1]([C@@H:3]1[CH2:7][CH2:6][CH2:5][C@@H:4]1[NH:8][C:9](=[O:15])[O:10][C:11]([CH3:14])([CH3:13])[CH3:12])#[N:2].C1(C)C=CC=CC=1.[N-:23]=[N+:24]=[N-:25].[Na+].Cl.C(N(CC)CC)C. Product: [N:2]1[NH:23][N:24]=[N:25][C:1]=1[C@@H:3]1[CH2:7][CH2:6][CH2:5][C@@H:4]1[NH:8][C:9](=[O:15])[O:10][C:11]([CH3:12])([CH3:14])[CH3:13]. The catalyst class is: 6. (6) The catalyst class is: 47. Product: [CH:11]1([S:14]([N:8]2[CH:7]=[C:6]([N+:3]([O-:5])=[O:4])[CH:10]=[N:9]2)(=[O:16])=[O:15])[CH2:13][CH2:12]1. Reactant: [H-].[Na+].[N+:3]([C:6]1[CH:7]=[N:8][NH:9][CH:10]=1)([O-:5])=[O:4].[CH:11]1([S:14](Cl)(=[O:16])=[O:15])[CH2:13][CH2:12]1. (7) Reactant: [NH2:1][C:2]1[O:3][CH2:4][C:5]2([N:23]=1)[C@@H:18]1[C@H:13]([CH2:14][CH2:15][C:16]([CH2:20][CH3:21])([OH:19])[CH2:17]1)[O:12][C:11]1[C:6]2=[CH:7][C:8](Br)=[CH:9][CH:10]=1.[Cl:24][C:25]1[CH:26]=[C:27](B(O)O)[CH:28]=[N:29][CH:30]=1.C([O-])([O-])=O.[Na+].[Na+]. Product: [NH2:1][C:2]1[O:3][CH2:4][C@:5]2([N:23]=1)[C@@H:18]1[C@H:13]([CH2:14][CH2:15][C:16]([CH2:20][CH3:21])([OH:19])[CH2:17]1)[O:12][C:11]1[C:6]2=[CH:7][C:8]([C:27]2[CH:28]=[N:29][CH:30]=[C:25]([Cl:24])[CH:26]=2)=[CH:9][CH:10]=1.[NH2:1][C:2]1[O:3][CH2:4][C@@:5]2([N:23]=1)[C@@H:18]1[C@H:13]([CH2:14][CH2:15][C:16]([CH2:20][CH3:21])([OH:19])[CH2:17]1)[O:12][C:11]1[C:6]2=[CH:7][C:8]([C:27]2[CH:28]=[N:29][CH:30]=[C:25]([Cl:24])[CH:26]=2)=[CH:9][CH:10]=1. The catalyst class is: 77. (8) Reactant: C(NC(C)C)(C)C.C([Li])CCC.[I:13][C:14]1[CH:19]=[CH:18][C:17]([CH2:20][C:21]([OH:23])=[O:22])=[CH:16][CH:15]=1.I[CH2:25][CH:26]1[CH2:30][CH2:29][CH2:28][CH2:27]1. Product: [CH:26]1([CH2:25][CH:20]([C:17]2[CH:16]=[CH:15][C:14]([I:13])=[CH:19][CH:18]=2)[C:21]([OH:23])=[O:22])[CH2:30][CH2:29][CH2:28][CH2:27]1. The catalyst class is: 544. (9) Reactant: [CH3:1][N:2]1[C:7]([C:8]2[CH:13]=[CH:12][CH:11]=[C:10]([C:14]([F:17])([F:16])[F:15])[CH:9]=2)=[CH:6][C:5]([CH3:18])=[C:4]([C:19](O)=[O:20])[C:3]1=[O:22].C(Cl)(=O)C(Cl)=O.CCN(CC)CC.[N:36]1([CH:41]2[CH2:46][CH2:45][NH:44][CH2:43][CH2:42]2)[CH2:40][CH2:39][CH2:38][CH2:37]1. Product: [CH3:1][N:2]1[C:7]([C:8]2[CH:13]=[CH:12][CH:11]=[C:10]([C:14]([F:17])([F:16])[F:15])[CH:9]=2)=[CH:6][C:5]([CH3:18])=[C:4]([C:19]([N:44]2[CH2:45][CH2:46][CH:41]([N:36]3[CH2:40][CH2:39][CH2:38][CH2:37]3)[CH2:42][CH2:43]2)=[O:20])[C:3]1=[O:22]. The catalyst class is: 59. (10) Reactant: Cl[CH2:2][CH2:3][CH:4]1[CH2:9][CH2:8][N:7]([C:10]2[N:11]=[N:12][C:13]([CH3:16])=[CH:14][CH:15]=2)[CH2:6][CH2:5]1.[OH:17][C:18]1[CH:27]=[C:26]2[C:21]([C:22]([O:28][CH2:29][CH3:30])=[N:23][CH:24]=[N:25]2)=[CH:20][CH:19]=1.C(=O)([O-])[O-].[K+].[K+].[I-].[K+]. Product: [CH3:16][C:13]1[N:12]=[N:11][C:10]([N:7]2[CH2:8][CH2:9][CH:4]([CH2:3][CH2:2][O:17][C:18]3[CH:27]=[C:26]4[C:21]([C:22]([O:28][CH2:29][CH3:30])=[N:23][CH:24]=[N:25]4)=[CH:20][CH:19]=3)[CH2:5][CH2:6]2)=[CH:15][CH:14]=1. The catalyst class is: 3.